This data is from Peptide-MHC class I binding affinity with 185,985 pairs from IEDB/IMGT. The task is: Regression. Given a peptide amino acid sequence and an MHC pseudo amino acid sequence, predict their binding affinity value. This is MHC class I binding data. (1) The binding affinity (normalized) is 0.872. The peptide sequence is ETKKRMDYF. The MHC is HLA-A26:01 with pseudo-sequence HLA-A26:01. (2) The peptide sequence is SLLDAHIPQL. The MHC is HLA-A02:02 with pseudo-sequence HLA-A02:02. The binding affinity (normalized) is 0.976.